From a dataset of Reaction yield outcomes from USPTO patents with 853,638 reactions. Predict the reaction yield, written as a fraction of the theoretical maximum amount of product (1.0 means a 100% yield; for example, 0.34 means a 34% yield). (1) The reactants are [ClH:1].C(OC([N:9]1[CH2:14][CH2:13][C:12]([N:20]([CH3:22])[CH3:21])([C:15]2[S:16][CH:17]=[CH:18][CH:19]=2)[CH2:11][CH2:10]1)=O)(C)(C)C.CCOC(C)=O.CCCCCC. The catalyst is C(Cl)(Cl)Cl. The product is [ClH:1].[ClH:1].[CH3:21][N:20]([CH3:22])[C:12]1([C:15]2[S:16][CH:17]=[CH:18][CH:19]=2)[CH2:13][CH2:14][NH:9][CH2:10][CH2:11]1. The yield is 0.980. (2) The reactants are [CH:1]1([C:4]2[C:5]([CH2:18][N:19]3[CH2:24][CH2:23][CH:22]([OH:25])[CH2:21][CH2:20]3)=[CH:6][C:7]([F:17])=[C:8]([CH:16]=2)[C:9]([O:11][C:12]([CH3:15])([CH3:14])[CH3:13])=[O:10])[CH2:3][CH2:2]1.C(N(CC)CC)C.[CH3:33][S:34](Cl)(=[O:36])=[O:35]. The catalyst is ClCCl. The product is [CH:1]1([C:4]2[C:5]([CH2:18][N:19]3[CH2:20][CH2:21][CH:22]([O:25][S:34]([CH3:33])(=[O:36])=[O:35])[CH2:23][CH2:24]3)=[CH:6][C:7]([F:17])=[C:8]([CH:16]=2)[C:9]([O:11][C:12]([CH3:15])([CH3:14])[CH3:13])=[O:10])[CH2:3][CH2:2]1. The yield is 1.00. (3) The reactants are C1C=CC(CNS(C2C=CC3N=NN(O)C=3C=2)(=O)=O)=CC=1.Cl.N1C=CC=CC=1.[O:29]1[C:33]([C:34](Cl)=[O:35])=[CH:32][CH:31]=[N:30]1.[N:37]1([C:43]2[CH:49]=[CH:48][CH:47]=[CH:46][C:44]=2[NH2:45])[CH2:42][CH2:41][CH2:40][CH2:39][CH2:38]1. The catalyst is O1CCCC1.ClCCl. The product is [N:37]1([C:43]2[CH:49]=[CH:48][CH:47]=[CH:46][C:44]=2[NH:45][C:34]([C:33]2[O:29][N:30]=[CH:31][CH:32]=2)=[O:35])[CH2:42][CH2:41][CH2:40][CH2:39][CH2:38]1. The yield is 1.00. (4) The reactants are Cl[C:2]1[C:7]([C:8]2[CH:13]=[CH:12][CH:11]=[CH:10][C:9]=2[F:14])=[C:6]([Cl:15])[N:5]=[C:4]([S:16][CH3:17])[N:3]=1.[CH:18]1([NH2:23])[CH2:22][CH2:21][CH2:20][CH2:19]1.C(OCC)(=O)C. The catalyst is C(Cl)Cl.C(OC(=O)C)C.C(OCC)C. The product is [Cl:15][C:6]1[C:7]([C:8]2[CH:13]=[CH:12][CH:11]=[CH:10][C:9]=2[F:14])=[C:2]([NH:23][CH:18]2[CH2:22][CH2:21][CH2:20][CH2:19]2)[N:3]=[C:4]([S:16][CH3:17])[N:5]=1. The yield is 1.00. (5) The reactants are [C:1]([O:5][C:6]1[CH:11]=[N:10][CH:9]=[C:8](Cl)[N:7]=1)([CH3:4])([CH3:3])[CH3:2].[CH2:13]([Sn](CCCC)(CCCC)C=C)[CH2:14]CC.C(OCC)(=O)C. The catalyst is CN(C)C=O.[Cl-].[Na+].O. The product is [C:1]([O:5][C:6]1[CH:11]=[N:10][CH:9]=[C:8]([CH:13]=[CH2:14])[N:7]=1)([CH3:4])([CH3:3])[CH3:2]. The yield is 0.850.